Dataset: Catalyst prediction with 721,799 reactions and 888 catalyst types from USPTO. Task: Predict which catalyst facilitates the given reaction. (1) Reactant: [CH3:1][C:2]([CH3:51])([CH3:50])[CH2:3][C:4]1[N:5]=[C:6]([CH2:28][C:29]([C:35]2[CH:40]=[CH:39][C:38](B3OC(C)(C)C(C)(C)O3)=[CH:37][CH:36]=2)([OH:34])[C:30]([F:33])([F:32])[F:31])[N:7]([C:9]([C:22]2[CH:27]=[CH:26][CH:25]=[CH:24][CH:23]=2)([C:16]2[CH:21]=[CH:20][CH:19]=[CH:18][CH:17]=2)[C:10]2[CH:15]=[CH:14][CH:13]=[CH:12][CH:11]=2)[CH:8]=1.C(=O)([O-])[O-].[Na+].[Na+].Br[C:59]1[CH:64]=[CH:63][C:62]([F:65])=[CH:61][N:60]=1.O. Product: [CH3:1][C:2]([CH3:51])([CH3:50])[CH2:3][C:4]1[N:5]=[C:6]([CH2:28][C:29]([C:35]2[CH:40]=[CH:39][C:38]([C:59]3[CH:64]=[CH:63][C:62]([F:65])=[CH:61][N:60]=3)=[CH:37][CH:36]=2)([OH:34])[C:30]([F:31])([F:32])[F:33])[N:7]([C:9]([C:16]2[CH:17]=[CH:18][CH:19]=[CH:20][CH:21]=2)([C:22]2[CH:27]=[CH:26][CH:25]=[CH:24][CH:23]=2)[C:10]2[CH:11]=[CH:12][CH:13]=[CH:14][CH:15]=2)[CH:8]=1. The catalyst class is: 35. (2) Reactant: C(O[CH2:5][C:6]1[N:7]([C:16]2[CH:21]=[CH:20][CH:19]=[CH:18][C:17]=2[Cl:22])[C:8](=[O:15])[C:9]([C:13]#[N:14])=[C:10](Cl)[CH:11]=1)(=O)C.[OH2:23].[NH2:24][NH2:25]. Product: [NH2:14][C:13]1[C:9]2[C:8](=[O:15])[N:7]([C:16]3[CH:21]=[CH:20][CH:19]=[CH:18][C:17]=3[Cl:22])[C:6]([CH2:5][OH:23])=[CH:11][C:10]=2[NH:25][N:24]=1. The catalyst class is: 8. (3) Reactant: C([O:4][CH2:5][C:6]1[C:11]([N:12]2[CH2:24][CH2:23][N:15]3[C:16]4[CH2:17][CH2:18][CH2:19][CH2:20][C:21]=4[CH:22]=[C:14]3[C:13]2=[O:25])=[CH:10][C:9]([F:26])=[CH:8][C:7]=1[C:27]1[CH:32]=[C:31]([NH:33][C:34]2[CH:39]=[CH:38][C:37]([N:40]3[CH2:45][CH2:44][N:43]([CH:46]4[CH2:49][O:48][CH2:47]4)[CH2:42][C@@H:41]3[CH3:50])=[CH:36][N:35]=2)[C:30](=[O:51])[N:29]([CH3:52])[CH:28]=1)(=O)C.O.[Li+].[OH-]. Product: [F:26][C:9]1[CH:8]=[C:7]([C:27]2[CH:32]=[C:31]([NH:33][C:34]3[CH:39]=[CH:38][C:37]([N:40]4[CH2:45][CH2:44][N:43]([CH:46]5[CH2:47][O:48][CH2:49]5)[CH2:42][C@@H:41]4[CH3:50])=[CH:36][N:35]=3)[C:30](=[O:51])[N:29]([CH3:52])[CH:28]=2)[C:6]([CH2:5][OH:4])=[C:11]([N:12]2[CH2:24][CH2:23][N:15]3[C:16]4[CH2:17][CH2:18][CH2:19][CH2:20][C:21]=4[CH:22]=[C:14]3[C:13]2=[O:25])[CH:10]=1. The catalyst class is: 1. (4) Product: [CH2:21]([O:20][C:18]([NH:17][C:14]1[C:13](=[O:28])[N:12]2[C:8]([CH3:29])([C:6]([OH:7])=[O:5])[CH2:9][CH2:10][C:11]2=[N:16][CH:15]=1)=[O:19])[C:22]1[CH:23]=[CH:24][CH:25]=[CH:26][CH:27]=1. Reactant: C([O:5][C:6]([C:8]1([CH3:29])[N:12]2[C:13](=[O:28])[C:14]([NH:17][C:18]([O:20][CH2:21][C:22]3[CH:27]=[CH:26][CH:25]=[CH:24][CH:23]=3)=[O:19])=[CH:15][N:16]=[C:11]2[CH2:10][CH2:9]1)=[O:7])(C)(C)C.C(O)(C(F)(F)F)=O.C(Cl)Cl. The catalyst class is: 6.